This data is from Reaction yield outcomes from USPTO patents with 853,638 reactions. The task is: Predict the reaction yield, written as a fraction of the theoretical maximum amount of product (1.0 means a 100% yield; for example, 0.34 means a 34% yield). (1) The reactants are Br[C:2]1[CH:3]=[CH:4][C:5]2[N:6]([C:15]3[CH:20]=[CH:19][CH:18]=[CH:17][CH:16]=3)[C:7]3[C:12]([C:13]=2[CH:14]=1)=[CH:11][CH:10]=[CH:9][CH:8]=3.C([Li])CCC.[B:26](OC)([O:29]C)[O:27]C.Cl. The catalyst is CCCCCC.O1CCCC1. The product is [C:7]1([N:6]2[C:5]3[CH:13]=[CH:14][C:2]([B:26]([OH:29])[OH:27])=[CH:3][C:4]=3[C:20]3[C:15]2=[CH:16][CH:17]=[CH:18][CH:19]=3)[CH:12]=[CH:11][CH:10]=[CH:9][CH:8]=1. The yield is 0.680. (2) The reactants are Cl.[NH2:2][C@@H:3]1[C@H:8]2[CH2:9][C@H:5]([CH2:6][CH2:7]2)[C@@H:4]1[C:10]([O:12][CH3:13])=[O:11].C([O-])(=O)C.[Na+].[F:19][C:20]1[CH:27]=[CH:26][C:23]([CH:24]=O)=[CH:22][CH:21]=1.C([BH3-])#N.[Na+].C(=O)(O)[O-].[Na+]. The catalyst is CO.C(OCC)(=O)C. The product is [F:19][C:20]1[CH:27]=[CH:26][C:23]([CH2:24][NH:2][C@@H:3]2[C@H:8]3[CH2:9][C@H:5]([CH2:6][CH2:7]3)[C@@H:4]2[C:10]([O:12][CH3:13])=[O:11])=[CH:22][CH:21]=1. The yield is 0.870. (3) The reactants are [Br:1][C:2]1[C:3]([CH3:9])=[C:4]([NH2:8])[CH:5]=[CH:6][CH:7]=1.CCN(C(C)C)C(C)C.[C:19](Cl)(=[O:21])[CH3:20]. No catalyst specified. The product is [Br:1][C:2]1[C:3]([CH3:9])=[C:4]([NH:8][C:19](=[O:21])[CH3:20])[CH:5]=[CH:6][CH:7]=1. The yield is 0.890. (4) The reactants are [CH3:1][C:2]1([CH3:34])[O:6][C@@H:5]([CH2:7][N:8]2[C:16]3[C:11](=[CH:12][C:13]([N+:18]([O-:20])=[O:19])=[C:14]([F:17])[CH:15]=3)[CH:10]=[C:9]2[C:21]([CH3:33])([CH3:32])[C:22](OCC2C=CC=CC=2)=[O:23])[CH2:4][O:3]1.CC1(C)O[C@@H](CN2C3C(=CC([N+]([O-])=O)=C(F)C=3)C=C2C(C)(C)C(OC[C@H]2COC(C)(C)O2)=O)CO1.[H-].[H-].[H-].[H-].[Li+].[Al+3]. The catalyst is C1COCC1. The product is [CH3:1][C:2]1([CH3:34])[O:6][C@@H:5]([CH2:7][N:8]2[C:16]3[C:11](=[CH:12][C:13]([N+:18]([O-:20])=[O:19])=[C:14]([F:17])[CH:15]=3)[CH:10]=[C:9]2[C:21]([CH3:33])([CH3:32])[CH2:22][OH:23])[CH2:4][O:3]1. The yield is 0.490. (5) The reactants are [CH2:1]([C:3]1[C:8](=[O:9])[N:7]2[N:10]=[CH:11][C:12]([C:13]#[N:14])=[C:6]2[NH:5][C:4]=1[CH:15]=[O:16])[CH3:2].[CH3:17][Mg+].[Br-]. The catalyst is C1COCC1. The product is [CH2:1]([C:3]1[C:8](=[O:9])[N:7]2[N:10]=[CH:11][C:12]([C:13]#[N:14])=[C:6]2[NH:5][C:4]=1[CH:15]([OH:16])[CH3:17])[CH3:2]. The yield is 0.150.